This data is from Catalyst prediction with 721,799 reactions and 888 catalyst types from USPTO. The task is: Predict which catalyst facilitates the given reaction. (1) Reactant: [O:1]=[C:2]1[C:11]2[CH2:10][CH2:9][CH2:8][CH2:7][C:6]=2[C:5]2[C:12]([C@H:20]3[CH2:24][CH2:23][CH2:22][N:21]3C(OCC3C=CC=CC=3)=O)=[N:13][N:14]([CH2:15][C:16]([F:19])([F:18])[F:17])[C:4]=2[NH:3]1. Product: [NH:21]1[CH2:22][CH2:23][CH2:24][C@@H:20]1[C:12]1[C:5]2[C:6]3[CH2:7][CH2:8][CH2:9][CH2:10][C:11]=3[C:2](=[O:1])[NH:3][C:4]=2[N:14]([CH2:15][C:16]([F:19])([F:18])[F:17])[N:13]=1. The catalyst class is: 67. (2) Reactant: [Cl:1][CH2:2][C:3](=O)[CH2:4]C(OCC)=O.[C:11]([OH:14])(=[O:13])[CH3:12].[CH2:15]([NH2:17])[CH3:16].[C:18]1(C)C=CC=C[CH:19]=1. Product: [Cl:1][CH2:2][C:3]([NH:17][CH2:15][CH3:16])=[CH:4][CH2:12][C:11]([O:14][CH2:18][CH3:19])=[O:13]. The catalyst class is: 8. (3) Reactant: [CH2:1]([C:3]1[CH:8]=[C:7]([CH3:9])[CH:6]=[C:5]([CH2:10][CH3:11])[C:4]=1[C:12](=O)[C:13]([N:15]([CH3:30])[N:16]=[C:17]([CH3:29])[CH2:18][S:19]([C:22]1[CH:27]=[CH:26][C:25]([CH3:28])=[CH:24][CH:23]=1)(=[O:21])=[O:20])=[O:14])[CH3:2].C1(C)C=CC=CC=1.O.[OH-].[Li+].S(=O)(=O)(O)O. Product: [CH2:1]([C:3]1[CH:8]=[C:7]([CH3:9])[CH:6]=[C:5]([CH2:10][CH3:11])[C:4]=1[C:12]1[C:13](=[O:14])[N:15]([CH3:30])[N:16]=[C:17]([CH3:29])[C:18]=1[S:19]([C:22]1[CH:27]=[CH:26][C:25]([CH3:28])=[CH:24][CH:23]=1)(=[O:21])=[O:20])[CH3:2]. The catalyst class is: 5. (4) Reactant: [F:1][C:2]([F:40])([F:39])[C:3]1[CH:4]=[C:5]([CH2:13][O:14][CH:15]2[CH2:21][CH2:20][CH:19]3[N:22]([CH2:23][CH:24]=[CH2:25])[C:16]2([C:33]2[CH:38]=[CH:37][CH:36]=[CH:35][CH:34]=2)[CH2:17][CH:18]3[C:26]([O:28]C(C)(C)C)=O)[CH:6]=[C:7]([C:9]([F:12])([F:11])[F:10])[CH:8]=1.F[C:42](F)(F)[C:43](O)=O.[C:48]([NH:51][NH2:52])(=[O:50])[CH3:49].[CH2:53](N(CC)CC)[CH3:54].Cl.CN(C)CCCN=C=NCC. Product: [C:48]([NH:51][NH:52][C:26]([C@@H:18]1[CH2:17][C@:16]2([C:33]3[CH:38]=[CH:37][CH:36]=[CH:35][CH:34]=3)[N:22]([CH2:23][C:24]3[CH:25]=[CH:43][CH:42]=[CH:54][CH:53]=3)[C@H:19]1[CH2:20][CH2:21][C@H:15]2[O:14][CH2:13][C:5]1[CH:4]=[C:3]([C:2]([F:1])([F:40])[F:39])[CH:8]=[C:7]([C:9]([F:11])([F:12])[F:10])[CH:6]=1)=[O:28])(=[O:50])[CH3:49]. The catalyst class is: 4. (5) Reactant: Cl.Cl.[NH2:3][CH:4]1[CH:9]2[CH2:10][CH2:11][N:6]([CH2:7][CH2:8]2)[CH2:5]1.[NH2:12][C:13]1[CH:21]=[CH:20][C:16]([C:17](O)=[O:18])=[CH:15][C:14]=1[I:22].C1C=CC2N(O)N=NC=2C=1.C(Cl)CCl.C(N(CC)C(C)C)(C)C. Product: [NH2:12][C:13]1[CH:21]=[CH:20][C:16]([C:17]([NH:3][CH:4]2[CH:9]3[CH2:10][CH2:11][N:6]([CH2:7][CH2:8]3)[CH2:5]2)=[O:18])=[CH:15][C:14]=1[I:22]. The catalyst class is: 18.